This data is from NCI-60 drug combinations with 297,098 pairs across 59 cell lines. The task is: Regression. Given two drug SMILES strings and cell line genomic features, predict the synergy score measuring deviation from expected non-interaction effect. (1) Drug 1: CC=C1C(=O)NC(C(=O)OC2CC(=O)NC(C(=O)NC(CSSCCC=C2)C(=O)N1)C(C)C)C(C)C. Drug 2: C1CNP(=O)(OC1)N(CCCl)CCCl. Cell line: NCI-H522. Synergy scores: CSS=16.6, Synergy_ZIP=0.301, Synergy_Bliss=0.146, Synergy_Loewe=-47.5, Synergy_HSA=-1.35. (2) Drug 1: CCC(=C(C1=CC=CC=C1)C2=CC=C(C=C2)OCCN(C)C)C3=CC=CC=C3.C(C(=O)O)C(CC(=O)O)(C(=O)O)O. Drug 2: CC1C(C(CC(O1)OC2CC(CC3=C2C(=C4C(=C3O)C(=O)C5=CC=CC=C5C4=O)O)(C(=O)C)O)N)O. Cell line: HS 578T. Synergy scores: CSS=46.7, Synergy_ZIP=-0.685, Synergy_Bliss=-1.10, Synergy_Loewe=-0.814, Synergy_HSA=3.33.